Dataset: Forward reaction prediction with 1.9M reactions from USPTO patents (1976-2016). Task: Predict the product of the given reaction. (1) Given the reactants [CH2:1]([N:3]1[C:11]2[C:6](=[C:7]([N+:12]([O-])=O)[CH:8]=[CH:9][CH:10]=2)[CH:5]=[N:4]1)[CH3:2].NC1C=C(C=CC=1OC(C)C)C(N)=O, predict the reaction product. The product is: [CH2:1]([N:3]1[C:11]2[C:6](=[C:7]([NH2:12])[CH:8]=[CH:9][CH:10]=2)[CH:5]=[N:4]1)[CH3:2]. (2) Given the reactants [S:1]1[C:5]2[CH:6]=[CH:7][CH:8]=[CH:9][C:4]=2[N:3]=[C:2]1OC1C=CC(CC=O)=CC=1.[CH3:20][O:21][C:22](=[O:31])[CH2:23][C:24]1[CH:29]=[CH:28][C:27]([OH:30])=[CH:26][CH:25]=1.ClC1SC2C=CC=CC=2N=1.C([O-])([O-])=O.[Cs+].[Cs+], predict the reaction product. The product is: [CH3:20][O:21][C:22](=[O:31])[CH2:23][C:24]1[CH:29]=[CH:28][C:27]([O:30][C:2]2[S:1][C:5]3[CH:6]=[CH:7][CH:8]=[CH:9][C:4]=3[N:3]=2)=[CH:26][CH:25]=1. (3) Given the reactants S(=O)(=O)(O)[OH:2].[C:6]([CH2:25][C:26]([CH2:29][CH2:30]I)([F:28])[F:27])([C:9]([C:12]([C:15]([C:18]([C:21]([F:24])([F:23])[F:22])([F:20])[F:19])([F:17])[F:16])([F:14])[F:13])([F:11])[F:10])([F:8])[F:7], predict the reaction product. The product is: [C:6]([CH2:25][C:26]([CH2:29][CH2:30][OH:2])([F:28])[F:27])([C:9]([C:12]([C:15]([C:18]([C:21]([F:24])([F:23])[F:22])([F:20])[F:19])([F:17])[F:16])([F:14])[F:13])([F:11])[F:10])([F:8])[F:7]. (4) Given the reactants C(=O)([O-])[O-].[Cs+].[Cs+].[N+]([C:10]1[CH:17]=[CH:16][CH:15]=[C:12]([C:13]#[N:14])[C:11]=1[C:18]#[N:19])([O-])=O.[C:20]([C:24]1[CH:29]=[C:28]([C:30]2[CH:35]=[CH:34][CH:33]=[CH:32][CH:31]=2)[C:27]([OH:36])=[C:26]([C:37]2[CH:42]=[CH:41][CH:40]=[CH:39][CH:38]=2)[CH:25]=1)([CH3:23])([CH3:22])[CH3:21], predict the reaction product. The product is: [C:20]([C:24]1[CH:29]=[C:28]([C:30]2[CH:31]=[CH:32][CH:33]=[CH:34][CH:35]=2)[C:27]([O:36][C:10]2[CH:17]=[CH:16][CH:15]=[C:12]([C:13]#[N:14])[C:11]=2[C:18]#[N:19])=[C:26]([C:37]2[CH:42]=[CH:41][CH:40]=[CH:39][CH:38]=2)[CH:25]=1)([CH3:23])([CH3:21])[CH3:22].